Predict the reactants needed to synthesize the given product. From a dataset of Full USPTO retrosynthesis dataset with 1.9M reactions from patents (1976-2016). (1) Given the product [Cl:1][C:2]1[N:6]2[CH:7]=[C:8]([C:15]3[CH:19]=[CH:18][O:17][CH:16]=3)[CH:9]=[C:10]([C:11]([F:12])([F:13])[F:14])[C:5]2=[N:4][C:3]=1[C:20]([N:23]1[CH2:24][CH2:25][CH:26]([N:29]2[C:33](=[O:34])[CH2:32][O:31][C:30]2=[O:35])[CH2:27][CH2:28]1)=[O:21], predict the reactants needed to synthesize it. The reactants are: [Cl:1][C:2]1[N:6]2[CH:7]=[C:8]([C:15]3[CH:19]=[CH:18][O:17][CH:16]=3)[CH:9]=[C:10]([C:11]([F:14])([F:13])[F:12])[C:5]2=[N:4][C:3]=1[C:20](O)=[O:21].[NH:23]1[CH2:28][CH2:27][CH:26]([N:29]2[C:33](=[O:34])[CH2:32][O:31][C:30]2=[O:35])[CH2:25][CH2:24]1.OC1C2N=NNC=2C=CC=1. (2) The reactants are: [Br:1][C:2]1[C:10]2[C:5](=[CH:6][C:7]([N+:23]([O-:25])=[O:24])=[C:8]([CH2:11][N:12]3C(=O)C4C(=CC=CC=4)C3=O)[CH:9]=2)[N:4]([C:26]([C:39]2[CH:44]=[CH:43][CH:42]=[CH:41][CH:40]=2)([C:33]2[CH:38]=[CH:37][CH:36]=[CH:35][CH:34]=2)[C:27]2[CH:32]=[CH:31][CH:30]=[CH:29][CH:28]=2)[N:3]=1.O.NN. Given the product [Br:1][C:2]1[C:10]2[C:5](=[CH:6][C:7]([N+:23]([O-:25])=[O:24])=[C:8]([CH2:11][NH2:12])[CH:9]=2)[N:4]([C:26]([C:39]2[CH:44]=[CH:43][CH:42]=[CH:41][CH:40]=2)([C:33]2[CH:34]=[CH:35][CH:36]=[CH:37][CH:38]=2)[C:27]2[CH:32]=[CH:31][CH:30]=[CH:29][CH:28]=2)[N:3]=1, predict the reactants needed to synthesize it. (3) Given the product [CH3:18][N:17]([CH3:19])[C:14]1[CH:15]=[CH:16][C:11]([C:8]2[CH:9]=[C:10]3[C:2]([N:28]4[CH2:33][CH2:32][O:31][CH2:30][CH2:29]4)=[CH:3][N:4]([CH2:20][O:21][CH2:22][CH2:23][Si:24]([CH3:27])([CH3:26])[CH3:25])[C:5]3=[N:6][CH:7]=2)=[CH:12][CH:13]=1, predict the reactants needed to synthesize it. The reactants are: Br[C:2]1[C:10]2[C:5](=[N:6][CH:7]=[C:8]([C:11]3[CH:16]=[CH:15][C:14]([N:17]([CH3:19])[CH3:18])=[CH:13][CH:12]=3)[CH:9]=2)[N:4]([CH2:20][O:21][CH2:22][CH2:23][Si:24]([CH3:27])([CH3:26])[CH3:25])[CH:3]=1.[NH:28]1[CH2:33][CH2:32][O:31][CH2:30][CH2:29]1.O.P([O-])([O-])([O-])=O.[K+].[K+].[K+]. (4) The reactants are: [CH3:1][O:2][C:3](=[O:10])[CH2:4][NH:5][C:6]([CH3:9])([CH3:8])[CH3:7].C(N(CC)C(C)C)(C)C.[F:20][C:21]1[CH:26]=[CH:25][C:24]([S:27](Cl)(=[O:29])=[O:28])=[CH:23][CH:22]=1.C(OCC)(=O)C. Given the product [C:6]([N:5]([CH2:4][C:3]([O:2][CH3:1])=[O:10])[S:27]([C:24]1[CH:25]=[CH:26][C:21]([F:20])=[CH:22][CH:23]=1)(=[O:29])=[O:28])([CH3:9])([CH3:8])[CH3:7], predict the reactants needed to synthesize it. (5) Given the product [Br:1][C:2]1[C:3]([NH2:9])=[CH:4][C:5]([N:10]2[CH2:15][CH2:14][O:13][CH2:12][CH2:11]2)=[N:6][CH:7]=1, predict the reactants needed to synthesize it. The reactants are: [Br:1][C:2]1[C:3]([NH2:9])=[CH:4][C:5](Cl)=[N:6][CH:7]=1.[NH:10]1[CH2:15][CH2:14][O:13][CH2:12][CH2:11]1. (6) Given the product [ClH:1].[CH2:45]([O:47][C:48]1[C:56]([O:57][CH3:58])=[CH:55][CH:54]=[CH:53][C:49]=1[CH2:50][N:28]([CH3:27])[C:22](=[O:24])/[CH:21]=[CH:20]/[C:17]1[CH:18]=[N:19][C:13]2[NH:12][C:11](=[O:25])[N:10]([CH2:9][CH2:8][N:2]3[CH2:3][CH2:4][O:5][CH2:6][CH2:7]3)[CH2:15][C:14]=2[CH:16]=1)[CH3:46], predict the reactants needed to synthesize it. The reactants are: [ClH:1].[N:2]1([CH2:8][CH2:9][N:10]2[CH2:15][C:14]3[CH:16]=[C:17](/[CH:20]=[CH:21]/[C:22]([OH:24])=O)[CH:18]=[N:19][C:13]=3[NH:12][C:11]2=[O:25])[CH2:7][CH2:6][O:5][CH2:4][CH2:3]1.Cl.[CH3:27][N:28]1CC2C=C(/C=C/C(O)=O)C=NC=2NC(=O)C1.[CH2:45]([O:47][C:48]1[C:56]([O:57][CH3:58])=[CH:55][CH:54]=[CH:53][C:49]=1[CH2:50]CN)[CH3:46].CNCC1C=CC2C(=CC=CC=2)C=1CCC. (7) Given the product [C:1]([O:4][C@H:5]1[C@@H:10]([O:11][C:12](=[O:14])[CH3:13])[C@H:9]([O:15][C:16](=[O:18])[CH3:17])[C@@H:8]([O:19]/[C:20](/[C:29]([O:31][CH2:32][CH3:33])=[O:30])=[CH:21]\[C:22]2[CH:27]=[CH:26][C:25]([Cl:39])=[CH:24][CH:23]=2)[O:7][C@H:6]1[CH2:34][O:35][C:36](=[O:38])[CH3:37])(=[O:3])[CH3:2], predict the reactants needed to synthesize it. The reactants are: [C:1]([O:4][C@@H:5]1[C@@H:10]([O:11][C:12](=[O:14])[CH3:13])[C@H:9]([O:15][C:16](=[O:18])[CH3:17])[C@@H:8]([O:19]/[C:20](/[C:29]([O:31][CH2:32][CH3:33])=[O:30])=[CH:21]\[C:22]2[CH:27]=[CH:26][CH:25]=[CH:24][C:23]=2F)[O:7][C@H:6]1[CH2:34][O:35][C:36](=[O:38])[CH3:37])(=[O:3])[CH3:2].[Cl:39]C1C=CC(CC(=O)C(OCC)=O)=CC=1.[H-].[Na+].[Br-].C(O[C@@H]1[C@@H](OC(=O)C)[C@@H](OC(=O)C)[C@@H](COC(=O)C)O[C@@H]1O)(=O)C. (8) Given the product [Cl:13][CH2:14][C:15]1[N:12]=[C:10](/[CH:9]=[CH:8]/[C:5]2[CH:4]=[CH:3][C:2]([F:1])=[CH:7][CH:6]=2)[O:11][CH:17]=1, predict the reactants needed to synthesize it. The reactants are: [F:1][C:2]1[CH:7]=[CH:6][C:5](/[CH:8]=[CH:9]/[C:10]([NH2:12])=[O:11])=[CH:4][CH:3]=1.[Cl:13][CH2:14][C:15]([CH2:17]Cl)=O. (9) Given the product [O:36]1[CH2:35][CH2:25][CH:26]([NH:27][C:20]([C:17]2[CH:16]=[N:15][C:14]([O:13][CH2:12][C:11]3[C:7]([C:2]4[CH:3]=[CH:4][CH:5]=[CH:6][N:1]=4)=[N:8][O:9][CH:10]=3)=[CH:19][N:18]=2)=[O:22])[CH2:42][CH2:37]1, predict the reactants needed to synthesize it. The reactants are: [N:1]1[CH:6]=[CH:5][CH:4]=[CH:3][C:2]=1[C:7]1[C:11]([CH2:12][O:13][C:14]2[N:15]=[CH:16][C:17]([C:20]([OH:22])=O)=[N:18][CH:19]=2)=[CH:10][O:9][N:8]=1.CC1O[N:27]=[C:26](C2C=CC=CC=2)[C:25]=1[CH2:35][O:36][C:37]1N=CC(C(O)=O)=N[CH:42]=1.NC1CCOCC1. (10) Given the product [ClH:25].[N:1]1[C:10]2[C:5](=[CH:6][CH:7]=[CH:8][CH:9]=2)[CH:4]=[CH:3][C:2]=1[CH2:11][CH:12]1[CH2:16][CH2:15][CH2:14][CH:13]1[NH2:17], predict the reactants needed to synthesize it. The reactants are: [N:1]1[C:10]2[C:5](=[CH:6][CH:7]=[CH:8][CH:9]=2)[CH:4]=[CH:3][C:2]=1[CH2:11][CH:12]1[CH2:16][CH2:15][CH2:14][CH:13]1[NH:17]C(=O)OC(C)(C)C.[ClH:25].